Dataset: Full USPTO retrosynthesis dataset with 1.9M reactions from patents (1976-2016). Task: Predict the reactants needed to synthesize the given product. (1) Given the product [CH3:12][C:5]1[C:6]([C:7]([F:10])([F:9])[F:8])=[N:14][NH:15][CH:4]=1, predict the reactants needed to synthesize it. The reactants are: C(O[CH:4]=[C:5]([CH3:12])[C:6](=O)[C:7]([F:10])([F:9])[F:8])C.O.[NH2:14][NH2:15]. (2) Given the product [CH:39]1([N:43]2[CH2:48][CH2:47][CH:46]([O:49][C:50]3[CH:55]=[CH:54][C:53]([N:56]4[CH2:61][CH2:60][N:59]([C:9]([C:8]5[CH:7]=[CH:6][C:5]([S:2]([CH3:1])(=[O:3])=[O:4])=[CH:13][CH:12]=5)=[O:11])[CH2:58][CH2:57]4)=[CH:52][CH:51]=3)[CH2:45][CH2:44]2)[CH2:42][CH2:41][CH2:40]1, predict the reactants needed to synthesize it. The reactants are: [CH3:1][S:2]([C:5]1[CH:13]=[CH:12][C:8]([C:9]([OH:11])=O)=[CH:7][CH:6]=1)(=[O:4])=[O:3].F[B-](F)(F)F.N1(OC(N(C)C)=[N+](C)C)C2C=CC=CC=2N=N1.Cl.Cl.Cl.[CH:39]1([N:43]2[CH2:48][CH2:47][CH:46]([O:49][C:50]3[CH:55]=[CH:54][C:53]([N:56]4[CH2:61][CH2:60][NH:59][CH2:58][CH2:57]4)=[CH:52][CH:51]=3)[CH2:45][CH2:44]2)[CH2:42][CH2:41][CH2:40]1.C(N(CC)CC)C. (3) The reactants are: [Br:1][C:2]1[CH:3]=[C:4]2[C:14]3([CH2:18][O:17][C:16]([NH2:19])=[N:15]3)[C:10]3([CH2:13][CH2:12][CH2:11]3)[CH2:9][O:8][C:5]2=[CH:6][CH:7]=1.[C:20](O[C:20]([O:22][C:23]([CH3:26])([CH3:25])[CH3:24])=[O:21])([O:22][C:23]([CH3:26])([CH3:25])[CH3:24])=[O:21].C(N(CC)CC)C. Given the product [Br:1][C:2]1[CH:3]=[C:4]2[C:14]3([CH2:18][O:17][C:16]([NH:19][C:20](=[O:21])[O:22][C:23]([CH3:26])([CH3:25])[CH3:24])=[N:15]3)[C:10]3([CH2:13][CH2:12][CH2:11]3)[CH2:9][O:8][C:5]2=[CH:6][CH:7]=1, predict the reactants needed to synthesize it. (4) Given the product [C:11]([O:15][C:16](=[O:39])[NH:17][C:18]1([C:29]2[CH:34]=[CH:33][CH:32]=[C:31]([C:35]([CH3:38])([CH3:37])[CH3:36])[CH:30]=2)[CH2:23][CH2:22][C:21]2[N:10]=[C:7]([CH3:8])[N:9]=[CH:25][C:20]=2[CH2:19]1)([CH3:13])([CH3:14])[CH3:12], predict the reactants needed to synthesize it. The reactants are: C[O-].[Na+].[H-].[Na+].Cl.[C:7]([NH2:10])(=[NH:9])[CH3:8].[C:11]([O:15][C:16](=[O:39])[NH:17][C:18]1([C:29]2[CH:34]=[CH:33][CH:32]=[C:31]([C:35]([CH3:38])([CH3:37])[CH3:36])[CH:30]=2)[CH2:23][CH2:22][C:21](=O)[C:20](=[CH:25]N(C)C)[CH2:19]1)([CH3:14])([CH3:13])[CH3:12].